From a dataset of Forward reaction prediction with 1.9M reactions from USPTO patents (1976-2016). Predict the product of the given reaction. (1) Given the reactants [OH:1][CH:2]([CH2:5][OH:6])[CH:3]=[CH2:4].[H-].[Na+].[CH2:9](Br)[C:10]1[CH:15]=[CH:14][CH:13]=[CH:12][CH:11]=1, predict the reaction product. The product is: [CH2:9]([O:6][CH2:5][CH:2]([OH:1])[CH:3]=[CH2:4])[C:10]1[CH:15]=[CH:14][CH:13]=[CH:12][CH:11]=1. (2) Given the reactants [BH3-]C#N.[Na+].[Cl:5][C:6]1[CH:33]=[CH:32][C:9]([C:10]([C:12]2[CH:13]=[CH:14][C:15]3[N:21]([CH3:22])[C:20](=[O:23])[CH2:19][N:18]=[C:17]([C:24]4[CH:29]=[CH:28][CH:27]=[C:26]([Cl:30])[CH:25]=4)[C:16]=3[CH:31]=2)=[O:11])=[CH:8][CH:7]=1.[NH4+].[OH-], predict the reaction product. The product is: [Cl:5][C:6]1[CH:7]=[CH:8][C:9]([C:10]([C:12]2[CH:13]=[CH:14][C:15]3[N:21]([CH3:22])[C:20](=[O:23])[CH2:19][NH:18][CH:17]([C:24]4[CH:29]=[CH:28][CH:27]=[C:26]([Cl:30])[CH:25]=4)[C:16]=3[CH:31]=2)=[O:11])=[CH:32][CH:33]=1. (3) Given the reactants CO[C:3]([CH:5]1[CH2:10][C:9]([CH3:12])([CH3:11])[CH2:8][CH2:7][C:6]1=O)=[O:4].Cl.[Cl:15][CH2:16][C:17](=[NH:19])[NH2:18].C[O-].[Na+], predict the reaction product. The product is: [Cl:15][CH2:16][C:17]1[N:19]=[C:3]([OH:4])[C:5]2[CH2:10][C:9]([CH3:12])([CH3:11])[CH2:8][CH2:7][C:6]=2[N:18]=1. (4) Given the reactants [Cl:1][C:2]1[CH:3]=[C:4]([C:9]2([C:26]([F:29])([F:28])[F:27])[O:13][N:12]=[C:11]([C:14]3[C:23]4[C:18](=[CH:19][CH:20]=[CH:21][CH:22]=4)[C:17]([CH:24]=O)=[CH:16][CH:15]=3)[CH2:10]2)[CH:5]=[C:6]([Cl:8])[CH:7]=1.[CH:30]1([C:33]([NH2:35])=[O:34])[CH2:32][CH2:31]1.FC(F)(F)C(O)=O.C([SiH](CC)CC)C, predict the reaction product. The product is: [Cl:1][C:2]1[CH:3]=[C:4]([C:9]2([C:26]([F:28])([F:27])[F:29])[O:13][N:12]=[C:11]([C:14]3[C:23]4[C:18](=[CH:19][CH:20]=[CH:21][CH:22]=4)[C:17]([CH2:24][NH:35][C:33]([CH:30]4[CH2:32][CH2:31]4)=[O:34])=[CH:16][CH:15]=3)[CH2:10]2)[CH:5]=[C:6]([Cl:8])[CH:7]=1. (5) Given the reactants [Cl:1][C:2]1[CH:7]=[CH:6][C:5]([N:8]2[CH:12]([C:13]3[CH:18]=[CH:17][C:16]([Cl:19])=[CH:15][CH:14]=3)[CH2:11][C:10]([C:20]3[S:21][CH:22]=[CH:23][C:24]=3[Cl:25])=[N:9]2)=[CH:4][CH:3]=1.ClC1C=CC(NN)=CC=1, predict the reaction product. The product is: [Cl:1][C:2]1[CH:3]=[CH:4][C:5]([N:8]2[C:12]([C:13]3[CH:14]=[CH:15][C:16]([Cl:19])=[CH:17][CH:18]=3)=[CH:11][C:10]([C:20]3[S:21][CH:22]=[CH:23][C:24]=3[Cl:25])=[N:9]2)=[CH:6][CH:7]=1. (6) Given the reactants [Br:1][C:2]1[CH:3]=[N:4][N:5]2[C:10](Cl)=[C:9]([CH:12]([CH2:18][CH2:19][CH3:20])[C:13]([O:15][CH2:16][CH3:17])=[O:14])[C:8]([CH3:21])=[N:7][C:6]=12.[C:22]1([CH3:30])[CH:27]=[CH:26][C:25]([Mg]Br)=[CH:24][CH:23]=1.[Cl-].[NH4+].O, predict the reaction product. The product is: [Br:1][C:2]1[CH:3]=[N:4][N:5]2[C:10]([C:25]3[CH:26]=[CH:27][C:22]([CH3:30])=[CH:23][CH:24]=3)=[C:9]([CH:12]([CH2:18][CH2:19][CH3:20])[C:13]([O:15][CH2:16][CH3:17])=[O:14])[C:8]([CH3:21])=[N:7][C:6]=12. (7) Given the reactants [F:1][C:2]1[C:3]([Sn](CCCC)(CCCC)CCCC)=[N:4][CH:5]=[CH:6][CH:7]=1.[Cl:21][C:22]1[N:23]=[N:24][C:25](Cl)=[CH:26][CH:27]=1, predict the reaction product. The product is: [Cl:21][C:22]1[N:23]=[N:24][C:25]([C:3]2[C:2]([F:1])=[CH:7][CH:6]=[CH:5][N:4]=2)=[CH:26][CH:27]=1.